This data is from Catalyst prediction with 721,799 reactions and 888 catalyst types from USPTO. The task is: Predict which catalyst facilitates the given reaction. (1) Reactant: C([O-])(O)=O.[Na+].O.O.[Sn](Cl)Cl.[Cl:11][C:12]1[CH:17]=[CH:16][C:15]([C:18]2[CH:19]=[CH:20][C:21]([C:24]#[C:25][C:26]3[CH:31]=[CH:30][C:29]([O:32][CH2:33][CH2:34][N:35]4[CH2:39][CH2:38][CH2:37][CH2:36]4)=[C:28]([N+:40]([O-])=O)[CH:27]=3)=[N:22][CH:23]=2)=[CH:14][CH:13]=1.CO. Product: [Cl:11][C:12]1[CH:17]=[CH:16][C:15]([C:18]2[CH:19]=[CH:20][C:21]([C:24]#[C:25][C:26]3[CH:31]=[CH:30][C:29]([O:32][CH2:33][CH2:34][N:35]4[CH2:36][CH2:37][CH2:38][CH2:39]4)=[C:28]([NH2:40])[CH:27]=3)=[N:22][CH:23]=2)=[CH:14][CH:13]=1. The catalyst class is: 25. (2) Product: [C:12]([C:6]1[CH:7]=[C:8]2[C:3](=[CH:4][CH:5]=1)[C:2]([S:19][CH2:20][C:21]([O:23][CH2:24][CH3:25])=[O:22])([C:14]1[N:15]=[CH:16][NH:17][CH:18]=1)[CH2:11][CH2:10][CH2:9]2)#[N:13]. The catalyst class is: 55. Reactant: O[C:2]1([C:14]2[NH:15][CH:16]=[N:17][CH:18]=2)[CH2:11][CH2:10][CH2:9][C:8]2[CH:7]=[C:6]([C:12]#[N:13])[CH:5]=[CH:4][C:3]1=2.[SH:19][CH2:20][C:21]([O:23][CH2:24][CH3:25])=[O:22].[OH-].[Na+]. (3) Reactant: [NH2:1][C:2]1[C:3](=[O:13])[C:4]2[C:9]([C:10](=[O:12])[CH:11]=1)=[CH:8][CH:7]=[CH:6][CH:5]=2.[H-].[Na+].[CH3:16][O:17][C:18](Cl)=[O:19]. Product: [CH3:16][O:17][C:18](=[O:19])[NH:1][C:2]1[C:3](=[O:13])[C:4]2[C:9]([C:10](=[O:12])[CH:11]=1)=[CH:8][CH:7]=[CH:6][CH:5]=2. The catalyst class is: 3. (4) Reactant: [Si:1]([O:8][CH2:9][C@H:10]([OH:19])[CH2:11][CH2:12][C:13]#[C:14][Si](C)(C)C)([C:4]([CH3:7])([CH3:6])[CH3:5])([CH3:3])[CH3:2].[OH-].[K+]. Product: [Si:1]([O:8][CH2:9][C@H:10]([OH:19])[CH2:11][CH2:12][C:13]#[CH:14])([C:4]([CH3:7])([CH3:6])[CH3:5])([CH3:3])[CH3:2]. The catalyst class is: 8. (5) Reactant: [OH:1][C:2]1[CH:3]=[C:4]([CH:10]=[C:11]([CH3:13])[N:12]=1)[C:5]([O:7][CH2:8][CH3:9])=[O:6].[CH3:14]I. Product: [CH3:14][O:1][C:2]1[CH:3]=[C:4]([CH:10]=[C:11]([CH3:13])[N:12]=1)[C:5]([O:7][CH2:8][CH3:9])=[O:6]. The catalyst class is: 11. (6) Reactant: Cl[CH2:2][CH2:3][C:4]1[C:9](=[O:10])[N:8]2[CH2:11][CH2:12][CH2:13][CH:14]([OH:15])[C:7]2=[N:6][C:5]=1[CH3:16].C(N(C(C)C)CC)(C)C.[F:26][C:27]1[CH:41]=[CH:40][C:30]2[C:31]([CH:34]3[CH2:39][CH2:38][NH:37][CH2:36][CH2:35]3)=[N:32][O:33][C:29]=2[CH:28]=1. Product: [CH3:16][C:5]1[N:6]=[C:7]2[N:8]([CH2:11][CH2:12][CH2:13][CH:14]2[OH:15])[C:9](=[O:10])[C:4]=1[CH2:3][CH2:2][N:37]1[CH2:36][CH2:35][CH:34]([C:31]2[C:30]3[CH:40]=[CH:41][C:27]([F:26])=[CH:28][C:29]=3[O:33][N:32]=2)[CH2:39][CH2:38]1. The catalyst class is: 5. (7) Reactant: [NH2:1][C:2]1[CH:7]=[CH:6][C:5]([C:8]2[CH:13]=[CH:12][C:11]([CH:14]([N:22]([CH3:39])[C:23](=[O:38])[CH2:24][N:25]3[C:30]4[CH:31]=[C:32]([Cl:36])[C:33]([Cl:35])=[CH:34][C:29]=4[O:28][CH2:27][C:26]3=[O:37])[CH2:15][N:16]3[CH2:21][CH2:20][O:19][CH2:18][CH2:17]3)=[CH:10][CH:9]=2)=[CH:4][CH:3]=1.[C:40](Cl)(=[O:43])[CH2:41][CH3:42].C(N(CC)CC)C. Product: [Cl:36][C:32]1[C:33]([Cl:35])=[CH:34][C:29]2[O:28][CH2:27][C:26](=[O:37])[N:25]([CH2:24][C:23]([N:22]([CH3:39])[CH:14]([C:11]3[CH:12]=[CH:13][C:8]([C:5]4[CH:4]=[CH:3][C:2]([NH:1][C:40](=[O:43])[CH2:41][CH3:42])=[CH:7][CH:6]=4)=[CH:9][CH:10]=3)[CH2:15][N:16]3[CH2:17][CH2:18][O:19][CH2:20][CH2:21]3)=[O:38])[C:30]=2[CH:31]=1. The catalyst class is: 4.